From a dataset of Forward reaction prediction with 1.9M reactions from USPTO patents (1976-2016). Predict the product of the given reaction. (1) Given the reactants [CH:1]1[C:14]2[C:5](=[N:6][C:7]3[C:12]([C:13]=2[C:15]([OH:17])=O)=[CH:11][CH:10]=[CH:9][CH:8]=3)[CH:4]=[CH:3][CH:2]=1.S(Cl)([Cl:20])=O, predict the reaction product. The product is: [CH:1]1[C:14]2[C:5](=[N:6][C:7]3[C:12]([C:13]=2[C:15]([Cl:20])=[O:17])=[CH:11][CH:10]=[CH:9][CH:8]=3)[CH:4]=[CH:3][CH:2]=1. (2) Given the reactants Br[C:2]1[CH:10]=[C:9]2[C:5]([CH:6]=[N:7][N:8]2[S:11]([C:14]2[CH:19]=[CH:18][CH:17]=[CH:16][CH:15]=2)(=[O:13])=[O:12])=[C:4]([C:20]2[O:21][C:22]([CH2:25][N:26]3[CH2:31][CH2:30][N:29]([CH:32]([CH3:34])[CH3:33])[CH2:28][CH2:27]3)=[N:23][N:24]=2)[CH:3]=1.[CH3:35][O:36][C:37]1[C:42]([NH:43][S:44]([CH3:47])(=[O:46])=[O:45])=[CH:41][C:40](B2OC(C)(C)C(C)(C)O2)=[CH:39][N:38]=1.[O-]P([O-])([O-])=O.[K+].[K+].[K+], predict the reaction product. The product is: [CH3:33][CH:32]([N:29]1[CH2:30][CH2:31][N:26]([CH2:25][C:22]2[O:21][C:20]([C:4]3[CH:3]=[C:2]([C:40]4[CH:41]=[C:42]([NH:43][S:44]([CH3:47])(=[O:45])=[O:46])[C:37]([O:36][CH3:35])=[N:38][CH:39]=4)[CH:10]=[C:9]4[C:5]=3[CH:6]=[N:7][N:8]4[S:11]([C:14]3[CH:19]=[CH:18][CH:17]=[CH:16][CH:15]=3)(=[O:13])=[O:12])=[N:24][N:23]=2)[CH2:27][CH2:28]1)[CH3:34]. (3) Given the reactants [CH2:1]([NH2:4])[CH2:2][NH2:3].[O:5]=[S:6]1(=[O:32])[C:12]2[CH:13]=[CH:14][CH:15]=[CH:16][C:11]=2[CH2:10][N:9]([C:17]2[CH:26]=[C:25]([S:27](Cl)(=[O:29])=[O:28])[C:24]3[C:19](=[CH:20][CH:21]=[C:22]([CH3:31])[CH:23]=3)[N:18]=2)[CH2:8][CH2:7]1, predict the reaction product. The product is: [NH2:3][CH2:2][CH2:1][NH:4][S:27]([C:25]1[C:24]2[C:19](=[CH:20][CH:21]=[C:22]([CH3:31])[CH:23]=2)[N:18]=[C:17]([N:9]2[CH2:10][C:11]3[CH:16]=[CH:15][CH:14]=[CH:13][C:12]=3[S:6](=[O:32])(=[O:5])[CH2:7][CH2:8]2)[CH:26]=1)(=[O:28])=[O:29]. (4) Given the reactants CC([Si](C)(C)[O:6][C@@H:7]1[CH2:11][N:10]([C:12]([O:14][C:15]([CH3:18])([CH3:17])[CH3:16])=[O:13])[C@@H:9]([CH2:19][O:20][C:21]2[CH:26]=[CH:25][C:24](F)=[CH:23][CH:22]=2)[CH2:8]1)(C)C.CCCC[N+](CCCC)(CCCC)CCCC.[F-].C1C[O:51][CH2:50]C1, predict the reaction product. The product is: [OH:6][C@@H:7]1[CH2:11][N:10]([C:12]([O:14][C:15]([CH3:18])([CH3:17])[CH3:16])=[O:13])[C@@H:9]([CH2:19][O:20][C:21]2[CH:22]=[CH:23][C:24]([O:51][CH3:50])=[CH:25][CH:26]=2)[CH2:8]1.